The task is: Predict the reactants needed to synthesize the given product.. This data is from Full USPTO retrosynthesis dataset with 1.9M reactions from patents (1976-2016). Given the product [CH2:11]([O:3][CH2:4][CH:5]1[CH2:10][CH2:9][CH:8]=[CH:7][O:6]1)[C:12]1[CH:17]=[CH:16][CH:15]=[CH:14][CH:13]=1, predict the reactants needed to synthesize it. The reactants are: [H-].[Na+].[OH:3][CH2:4][CH:5]1[CH2:10][CH2:9][CH:8]=[CH:7][O:6]1.[CH2:11](Br)[C:12]1[CH:17]=[CH:16][CH:15]=[CH:14][CH:13]=1.